From a dataset of Full USPTO retrosynthesis dataset with 1.9M reactions from patents (1976-2016). Predict the reactants needed to synthesize the given product. Given the product [CH3:24][O:25][C:26](=[O:41])[C@@H:27]([NH:30][C:31]([O:33][CH2:34][C:35]1[CH:36]=[CH:37][CH:38]=[CH:39][CH:40]=1)=[O:32])[CH2:28][NH:29][C:44]([N:43]1[CH2:2][CH2:1][N:3]([C:4]2[CH:5]=[CH:17][CH:18]=[C:13]([N+:10]([O-:12])=[O:11])[CH:6]=2)[CH2:7][CH2:9]1)=[O:45], predict the reactants needed to synthesize it. The reactants are: [CH2:1]([N:3]([CH:7]([CH3:9])C)[CH:4]([CH3:6])[CH3:5])[CH3:2].[N+:10]([C:13]1[CH:18]=[CH:17]C(OC(Cl)=O)=CC=1)([O-:12])=[O:11].Cl.[CH3:24][O:25][C:26](=[O:41])[C@@H:27]([NH:30][C:31]([O:33][CH2:34][C:35]1[CH:40]=[CH:39][CH:38]=[CH:37][CH:36]=1)=[O:32])[CH2:28][NH2:29].C[N:43](C)[CH:44]=[O:45].